This data is from Forward reaction prediction with 1.9M reactions from USPTO patents (1976-2016). The task is: Predict the product of the given reaction. Given the reactants [OH:1][CH:2]([C:6]1[CH:11]=[CH:10][C:9]([C:12]2[N:16]=[C:15]([C:17]3[O:21][N:20]=[C:19]([C:22]4[CH:27]=[CH:26][CH:25]=[CH:24][CH:23]=4)[C:18]=3[C:28]([F:31])([F:30])[F:29])[O:14][N:13]=2)=[CH:8][CH:7]=1)[C:3]([OH:5])=O.C[N:33]1CCOCC1.N.CN(C(ON1N=NC2C=CC=NC1=2)=[N+](C)C)C.F[P-](F)(F)(F)(F)F, predict the reaction product. The product is: [OH:1][CH:2]([C:6]1[CH:7]=[CH:8][C:9]([C:12]2[N:16]=[C:15]([C:17]3[O:21][N:20]=[C:19]([C:22]4[CH:27]=[CH:26][CH:25]=[CH:24][CH:23]=4)[C:18]=3[C:28]([F:29])([F:30])[F:31])[O:14][N:13]=2)=[CH:10][CH:11]=1)[C:3]([NH2:33])=[O:5].